Dataset: Reaction yield outcomes from USPTO patents with 853,638 reactions. Task: Predict the reaction yield, written as a fraction of the theoretical maximum amount of product (1.0 means a 100% yield; for example, 0.34 means a 34% yield). The reactants are [N:1]1[CH:6]=[CH:5][CH:4]=[CH:3][C:2]=1[C:7]1[N:12]=[CH:11][C:10]([C:13]([OH:15])=O)=[CH:9][N:8]=1.CN(C(SC1[N+]([O-])=CC=CC=1)=[N+](C)C)C.F[P-](F)(F)(F)(F)F.CCN(C(C)C)C(C)C.[F:47][C:48]1[CH:49]=[C:50]2[C:54](=[CH:55][CH:56]=1)[N:53]([NH2:57])[CH:52]=[C:51]2[CH3:58]. The catalyst is CN(C=O)C.O.CCOC(C)=O. The product is [F:47][C:48]1[CH:49]=[C:50]2[C:54](=[CH:55][CH:56]=1)[N:53]([NH:57][C:13]([C:10]1[CH:11]=[N:12][C:7]([C:2]3[CH:3]=[CH:4][CH:5]=[CH:6][N:1]=3)=[N:8][CH:9]=1)=[O:15])[CH:52]=[C:51]2[CH3:58]. The yield is 0.680.